This data is from Full USPTO retrosynthesis dataset with 1.9M reactions from patents (1976-2016). The task is: Predict the reactants needed to synthesize the given product. (1) Given the product [O:22]([C@H:24]1[CH2:29][CH2:28][C@H:27]([C:30]([O:32][CH3:33])=[O:31])[CH2:26][CH2:25]1)[C:16]1[CH:21]=[CH:20][CH:19]=[CH:18][CH:17]=1, predict the reactants needed to synthesize it. The reactants are: OC1C=CC(C=O)=CC=1.C1(CCO)CC1.[C:16]1([OH:22])[CH:21]=[CH:20][CH:19]=[CH:18][CH:17]=1.O[C@@H:24]1[CH2:29][CH2:28][C@H:27]([C:30]([O:32][CH3:33])=[O:31])[CH2:26][CH2:25]1. (2) Given the product [CH3:44][C:42]1[CH2:41][NH:40][C@H:39]([C:37]2[NH:38][C:34]([C:31]3[CH:32]=[CH:33][C:28]([C:23]4[CH:22]=[CH:21][C:20]5[C:25](=[CH:26][CH:27]=[C:18]([C:15]6[NH:14][C:13]([C@@H:9]7[CH2:10][CH2:11][CH2:12][NH:8]7)=[N:17][CH:16]=6)[CH:19]=5)[CH:24]=4)=[CH:29][CH:30]=3)=[CH:35][N:36]=2)[CH:43]=1, predict the reactants needed to synthesize it. The reactants are: C(OC([N:8]1[CH2:12][CH2:11][CH2:10][C@H:9]1[C:13]1[NH:14][C:15]([C:18]2[CH:19]=[C:20]3[C:25](=[CH:26][CH:27]=2)[CH:24]=[C:23]([C:28]2[CH:33]=[CH:32][C:31]([C:34]4[NH:38][C:37]([C@@H:39]5[CH:43]=[C:42]([CH3:44])[CH2:41][N:40]5C(OC(C)(C)C)=O)=[N:36][CH:35]=4)=[CH:30][CH:29]=2)[CH:22]=[CH:21]3)=[CH:16][N:17]=1)=O)(C)(C)C.C(O)(C(F)(F)F)=O. (3) Given the product [CH3:83][C@H:84]1[NH:85][C@@H:86]([CH3:90])[CH2:87][N:88]([C:2]2[CH:7]=[CH:6][C:5]([C:8]3[O:23][C:11]4[N:12]=[CH:13][N:14]=[C:15]([N:16]5[CH2:21][CH2:20][CH:19]([OH:22])[CH2:18][CH2:17]5)[C:10]=4[C:9]=3[C:24]3[CH:29]=[CH:28][C:27]([F:30])=[CH:26][CH:25]=3)=[CH:4][CH:3]=2)[CH2:89]1, predict the reactants needed to synthesize it. The reactants are: Br[C:2]1[CH:7]=[CH:6][C:5]([C:8]2[O:23][C:11]3[N:12]=[CH:13][N:14]=[C:15]([N:16]4[CH2:21][CH2:20][CH:19]([OH:22])[CH2:18][CH2:17]4)[C:10]=3[C:9]=2[C:24]2[CH:29]=[CH:28][C:27]([F:30])=[CH:26][CH:25]=2)=[CH:4][CH:3]=1.C1(P(C2C=CC=CC=2)C2C=CC3C(=CC=CC=3)C=2C2C3C(=CC=CC=3)C=CC=2P(C2C=CC=CC=2)C2C=CC=CC=2)C=CC=CC=1.CC(C)([O-])C.[K+].[CH3:83][C@H:84]1[CH2:89][NH:88][CH2:87][C@@H:86]([CH3:90])[NH:85]1. (4) Given the product [Cl:1][C:2]1[CH:7]=[C:6]([S:37][CH2:35][CH3:36])[N:5]2[N:8]=[C:9]([C:23]3[CH:24]=[CH:25][C:26]([F:29])=[CH:27][CH:28]=3)[C:10]([C:11]3[CH:16]=[CH:15][N:14]=[C:13]([NH:17][CH:18]4[CH2:19][CH2:20][CH2:21][CH2:22]4)[N:12]=3)=[C:4]2[CH:3]=1, predict the reactants needed to synthesize it. The reactants are: [Cl:1][C:2]1[CH:7]=[CH:6][N:5]2[N:8]=[C:9]([C:23]3[CH:28]=[CH:27][C:26]([F:29])=[CH:25][CH:24]=3)[C:10]([C:11]3[CH:16]=[CH:15][N:14]=[C:13]([NH:17][CH:18]4[CH2:22][CH2:21][CH2:20][CH2:19]4)[N:12]=3)=[C:4]2[CH:3]=1.C([Li])CCC.[CH2:35]([S:37]SCC)[CH3:36].O. (5) Given the product [Cl:1][CH2:2][CH2:3][CH2:4][C:5]1[CH:6]=[C:7]2[C:12](=[CH:13][C:14]=1[F:15])[N:11]([C:18](=[O:20])[CH3:19])[CH2:10][CH2:9][C:8]2([CH3:17])[CH3:16], predict the reactants needed to synthesize it. The reactants are: [Cl:1][CH2:2][CH2:3][CH2:4][C:5]1[CH:6]=[C:7]2[C:12](=[CH:13][C:14]=1[F:15])[NH:11][CH2:10][CH2:9][C:8]2([CH3:17])[CH3:16].[C:18](O)(=[O:20])[CH3:19].C(N(CC)CC)C. (6) Given the product [NH:36]1[CH:40]=[C:39]([CH2:41][NH:42][C:5]([N:19]2[CH2:18][C@@H:17]3[CH2:13][N:14]([C:21]([O:23][C:24]([CH3:27])([CH3:26])[CH3:25])=[O:22])[CH2:15][C@@H:16]3[CH2:20]2)=[O:11])[N:38]=[N:37]1, predict the reactants needed to synthesize it. The reactants are: ClC(Cl)(O[C:5](=[O:11])OC(Cl)(Cl)Cl)Cl.[CH2:13]1[C@@H:17]2[CH2:18][NH:19][CH2:20][C@@H:16]2[CH2:15][N:14]1[C:21]([O:23][C:24]([CH3:27])([CH3:26])[CH3:25])=[O:22].C(N(CC)CC)C.Cl.[NH:36]1[CH:40]=[C:39]([CH2:41][NH2:42])[N:38]=[N:37]1.